Dataset: Reaction yield outcomes from USPTO patents with 853,638 reactions. Task: Predict the reaction yield, written as a fraction of the theoretical maximum amount of product (1.0 means a 100% yield; for example, 0.34 means a 34% yield). (1) The reactants are [CH3:1][C:2]1[N:6]([CH3:7])[C:5]2[CH:8]=[C:9]([C:22]([OH:24])=O)[C:10]3[CH2:11][CH2:12][CH:13]([C:16]4[CH:21]=[CH:20][CH:19]=[CH:18][CH:17]=4)[O:14][C:15]=3[C:4]=2[N:3]=1.[NH:25]1[CH2:27][CH2:26]1.O. The catalyst is O1CCCC1. The product is [N:25]1([C:22]([C:9]2[C:10]3[CH2:11][CH2:12][CH:13]([C:16]4[CH:21]=[CH:20][CH:19]=[CH:18][CH:17]=4)[O:14][C:15]=3[C:4]3[N:3]=[C:2]([CH3:1])[N:6]([CH3:7])[C:5]=3[CH:8]=2)=[O:24])[CH2:27][CH2:26]1. The yield is 0.200. (2) The reactants are [NH2:1][C@@H:2]([C@H:10]([C@@H:12]1[C@@H:16]([O:17][Si:18]([C:21]([CH3:24])([CH3:23])[CH3:22])([CH3:20])[CH3:19])[C@@H:15]([O:25][Si:26]([C:29]([CH3:32])([CH3:31])[CH3:30])([CH3:28])[CH3:27])[C@H:14]([N:33]2[CH:38]=[CH:37][C:36](=[O:39])[N:35]([CH2:40][C:41]3[CH:46]=[CH:45][C:44]([O:47][CH3:48])=[CH:43][CH:42]=3)[C:34]2=[O:49])[O:13]1)[OH:11])[C:3]([O:5][C:6]([CH3:9])([CH3:8])[CH3:7])=[O:4].[CH2:50]([O:57][C:58](=[O:72])[NH:59][C@H:60]([C:65](=[O:71])[NH:66][CH2:67][CH2:68][CH:69]=O)[CH2:61][CH:62]([CH3:64])[CH3:63])[C:51]1[CH:56]=[CH:55][CH:54]=[CH:53][CH:52]=1.C(O[BH-](OC(=O)C)OC(=O)C)(=O)C.[Na+].C(=O)([O-])[O-].[Na+].[Na+]. The catalyst is O1CCCC1.C(O)(=O)C. The product is [Si:18]([O:17][C@H:16]1[C@@H:15]([O:25][Si:26]([C:29]([CH3:32])([CH3:31])[CH3:30])([CH3:27])[CH3:28])[C@H:14]([N:33]2[CH:38]=[CH:37][C:36](=[O:39])[N:35]([CH2:40][C:41]3[CH:46]=[CH:45][C:44]([O:47][CH3:48])=[CH:43][CH:42]=3)[C:34]2=[O:49])[O:13][CH:12]1[C@H:10]([OH:11])[C@@H:2]([C:3]([O:5][C:6]([CH3:7])([CH3:9])[CH3:8])=[O:4])[NH:1][CH2:69][CH2:68][CH2:67][NH:66][C:65](=[O:71])[C@H:60]([CH2:61][CH:62]([CH3:64])[CH3:63])[NH:59][C:58](=[O:72])[O:57][CH2:50][C:51]1[CH:52]=[CH:53][CH:54]=[CH:55][CH:56]=1)([C:21]([CH3:22])([CH3:23])[CH3:24])([CH3:20])[CH3:19]. The yield is 0.970.